Predict the reaction yield, written as a fraction of the theoretical maximum amount of product (1.0 means a 100% yield; for example, 0.34 means a 34% yield). From a dataset of Reaction yield outcomes from USPTO patents with 853,638 reactions. (1) The reactants are CCN(C(C)C)C(C)C.[F:10][CH:11]([F:41])[C:12]1[N:16]([C:17]2[N:22]=[C:21]([N:23]3[CH2:28][CH2:27][O:26][CH2:25][CH2:24]3)[N:20]=[C:19]([N:29]3[CH2:34][CH2:33][NH:32][CH2:31][CH2:30]3)[N:18]=2)[C:15]2[CH:35]=[CH:36][CH:37]=[C:38]([O:39][CH3:40])[C:14]=2[N:13]=1.[Cl-].Cl[S:44]([CH2:47][CH2:48][C:49]1[CH:54]=[CH:53][NH+:52]=[CH:51][CH:50]=1)(=[O:46])=[O:45].O. The catalyst is C(Cl)Cl. The product is [F:41][CH:11]([F:10])[C:12]1[N:16]([C:17]2[N:22]=[C:21]([N:23]3[CH2:24][CH2:25][O:26][CH2:27][CH2:28]3)[N:20]=[C:19]([N:29]3[CH2:34][CH2:33][N:32]([S:44]([CH2:47][CH2:48][C:49]4[CH:50]=[CH:51][N:52]=[CH:53][CH:54]=4)(=[O:45])=[O:46])[CH2:31][CH2:30]3)[N:18]=2)[C:15]2[CH:35]=[CH:36][CH:37]=[C:38]([O:39][CH3:40])[C:14]=2[N:13]=1. The yield is 0.650. (2) The reactants are [Cl:1][C:2]1[CH:3]=[C:4]([CH:18]=[CH:19][C:20]=1[O:21][CH3:22])[CH2:5][O:6][C:7]1[C:12]([C:13]([OH:15])=O)=[CH:11][N:10]=[C:9]([S:16][CH3:17])[N:8]=1.[CH2:23]([NH2:30])[C:24]1[CH:29]=[CH:28][CH:27]=[CH:26][CH:25]=1.CN(C(ON1N=NC2C=CC=NC1=2)=[N+](C)C)C.F[P-](F)(F)(F)(F)F.CCN(C(C)C)C(C)C. The catalyst is C1COCC1.O. The product is [CH2:23]([NH:30][C:13]([C:12]1[C:7]([O:6][CH2:5][C:4]2[CH:18]=[CH:19][C:20]([O:21][CH3:22])=[C:2]([Cl:1])[CH:3]=2)=[N:8][C:9]([S:16][CH3:17])=[N:10][CH:11]=1)=[O:15])[C:24]1[CH:29]=[CH:28][CH:27]=[CH:26][CH:25]=1. The yield is 0.220. (3) The reactants are O=S(Cl)Cl.[C:5]([C:9]1[NH:10][C:11]2[C:16]([CH:17]=1)=[CH:15][C:14]([N+:18]([O-:20])=[O:19])=[CH:13][C:12]=2[C:21]([OH:23])=[O:22])([CH3:8])([CH3:7])[CH3:6].[CH3:24]O. No catalyst specified. The product is [C:5]([C:9]1[NH:10][C:11]2[C:16]([CH:17]=1)=[CH:15][C:14]([N+:18]([O-:20])=[O:19])=[CH:13][C:12]=2[C:21]([O:23][CH3:24])=[O:22])([CH3:8])([CH3:6])[CH3:7]. The yield is 0.700. (4) The reactants are [NH2:1][C:2]1[CH:21]=[C:20]([O:22]C)[CH:19]=[CH:18][C:3]=1[C:4]([NH:6][C:7]1[CH:12]=[CH:11][C:10]([O:13][C:14]([F:17])([F:16])[F:15])=[CH:9][CH:8]=1)=[O:5].B(Br)(Br)Br. The catalyst is ClCCl. The product is [NH2:1][C:2]1[CH:21]=[C:20]([OH:22])[CH:19]=[CH:18][C:3]=1[C:4]([NH:6][C:7]1[CH:12]=[CH:11][C:10]([O:13][C:14]([F:15])([F:16])[F:17])=[CH:9][CH:8]=1)=[O:5]. The yield is 0.660. (5) The reactants are [Cl:1][C:2]1[CH:10]=[CH:9][C:5]([C:6]([OH:8])=O)=[CH:4][C:3]=1[OH:11].[NH:12]1[CH2:17][CH2:16][CH2:15][C@@H:14]2[C:18]3[CH:19]=[CH:20][CH:21]=[CH:22][C:23]=3[CH2:24][C@H:13]12.F[P-](F)(F)(F)(F)F.N1(OC(N(C)C)=[N+](C)C)C2N=CC=CC=2N=N1. No catalyst specified. The product is [Cl:1][C:2]1[CH:10]=[CH:9][C:5]([C:6]([N:12]2[CH2:17][CH2:16][CH2:15][C@@H:14]3[C:18]4[CH:19]=[CH:20][CH:21]=[CH:22][C:23]=4[CH2:24][C@H:13]23)=[O:8])=[CH:4][C:3]=1[OH:11]. The yield is 0.440. (6) The reactants are [O:1]=[C:2]1[N:6]([C:7]2[CH:12]=[CH:11][CH:10]=[C:9]([C:13]([F:16])([F:15])[F:14])[CH:8]=2)[CH2:5][CH:4]([CH2:17]OS(C)(=O)=O)[CH2:3]1.[CH3:23][N:24](C=O)C.[C-]#N.[Na+]. The catalyst is O. The product is [O:1]=[C:2]1[N:6]([C:7]2[CH:12]=[CH:11][CH:10]=[C:9]([C:13]([F:16])([F:15])[F:14])[CH:8]=2)[CH2:5][CH:4]([CH2:17][C:23]#[N:24])[CH2:3]1. The yield is 0.910.